Predict the reaction yield, written as a fraction of the theoretical maximum amount of product (1.0 means a 100% yield; for example, 0.34 means a 34% yield). From a dataset of Reaction yield outcomes from USPTO patents with 853,638 reactions. The yield is 0.700. The catalyst is O1CCOCC1. The reactants are [CH3:1][O:2][C:3]1[CH:4]=[C:5]([NH:9][C:10]2[CH:15]=[C:14]([N:16]([CH3:18])[CH3:17])[N:13]=[C:12]([N:19]3[CH2:24][CH2:23][NH:22][CH2:21][CH2:20]3)[N:11]=2)[CH:6]=[CH:7][CH:8]=1.CCN(C(C)C)C(C)C.Cl[CH2:35][C:36]1[CH:41]=[CH:40][CH:39]=[C:38]([O:42][CH3:43])[CH:37]=1. The product is [CH3:43][O:42][C:38]1[CH:37]=[C:36]([CH:41]=[CH:40][CH:39]=1)[CH2:35][N:22]1[CH2:23][CH2:24][N:19]([C:12]2[N:11]=[C:10]([NH:9][C:5]3[CH:6]=[CH:7][CH:8]=[C:3]([O:2][CH3:1])[CH:4]=3)[CH:15]=[C:14]([N:16]([CH3:18])[CH3:17])[N:13]=2)[CH2:20][CH2:21]1.